From a dataset of Full USPTO retrosynthesis dataset with 1.9M reactions from patents (1976-2016). Predict the reactants needed to synthesize the given product. (1) The reactants are: [Cl:1][C:2]1[CH:7]=[C:6]([NH:8][C:9]2[C:18]3[C:13](=[CH:14][CH:15]=[CH:16][C:17]=3[O:19][CH2:20][C@H:21]3[CH2:25][CH2:24][CH2:23][N:22]3[C:26](=[O:31])[CH2:27][N:28]([CH3:30])[CH3:29])[N:12]=[CH:11][N:10]=2)[CH:5]=[CH:4][C:3]=1[OH:32].Cl[CH2:34][C:35]1[CH:39]=[C:38]([CH3:40])[O:37][N:36]=1. Given the product [Cl:1][C:2]1[CH:7]=[C:6]([NH:8][C:9]2[C:18]3[C:13](=[CH:14][CH:15]=[CH:16][C:17]=3[O:19][CH2:20][C@H:21]3[CH2:25][CH2:24][CH2:23][N:22]3[C:26](=[O:31])[CH2:27][N:28]([CH3:30])[CH3:29])[N:12]=[CH:11][N:10]=2)[CH:5]=[CH:4][C:3]=1[O:32][CH2:34][C:35]1[CH:39]=[C:38]([CH3:40])[O:37][N:36]=1, predict the reactants needed to synthesize it. (2) Given the product [CH2:1]([O:3][C:4]1[C@@H:5]([CH:13]([CH3:15])[CH3:14])[N:6]=[C:7]([O:10][CH2:11][CH3:12])[C@H:8]([CH2:19][CH2:18][C:17]2[CH:16]=[CH:21][C:25]([O:24][CH2:23][CH2:22][CH2:16][CH2:17][C:18]3[CH:14]=[CH:13][CH:5]=[CH:4][CH:19]=3)=[C:7]([O:10][CH3:11])[CH:8]=2)[N:9]=1)[CH3:2], predict the reactants needed to synthesize it. The reactants are: [CH2:1]([O:3][C:4]1[C@@H:5]([CH:13]([CH3:15])[CH3:14])[N:6]=[C:7]([O:10][CH2:11][CH3:12])[CH2:8][N:9]=1)[CH3:2].[CH2:16]([Li])[CH2:17][CH2:18][CH3:19].[CH2:21]1[CH2:25][O:24][CH2:23][CH2:22]1. (3) Given the product [CH3:38][C:35]1[CH:34]=[CH:33][C:32]([S:29]([CH:28]([C:25]2[CH:24]=[CH:23][C:22]([Br:21])=[CH:27][CH:26]=2)[N+:39]#[C-:40])(=[O:31])=[O:30])=[CH:37][CH:36]=1, predict the reactants needed to synthesize it. The reactants are: CC1C=CC(S(C(C2C=CC=C(I)C=2)[N+]#[C-])(=O)=O)=CC=1.[Br:21][C:22]1[CH:27]=[CH:26][C:25]([CH:28]([NH:39][CH:40]=O)[S:29]([C:32]2[CH:37]=[CH:36][C:35]([CH3:38])=[CH:34][CH:33]=2)(=[O:31])=[O:30])=[CH:24][CH:23]=1.IC1C=C(C(NC=O)S(C2C=CC(C)=CC=2)(=O)=O)C=CC=1. (4) Given the product [C:18]([NH:22][C:7](=[O:8])[C:2]1[CH:3]=[CH:4][CH:5]=[CH:6][C:1]=1[CH3:10])([CH3:21])([CH3:20])[CH3:19], predict the reactants needed to synthesize it. The reactants are: [C:1]1([CH3:10])[C:2]([C:7](Cl)=[O:8])=[CH:3][CH:4]=[CH:5][CH:6]=1.C(N(CC)CC)C.[C:18]([NH2:22])([CH3:21])([CH3:20])[CH3:19]. (5) Given the product [N:1]1([CH:6]2[CH2:11][CH2:10][NH:9][CH2:8][CH2:7]2)[CH:5]=[CH:4][N:3]=[CH:2]1, predict the reactants needed to synthesize it. The reactants are: [N:1]1([CH:6]2[CH2:11][CH2:10][N:9](C(OC(C)(C)C)=O)[CH2:8][CH2:7]2)[CH:5]=[CH:4][N:3]=[CH:2]1.Cl. (6) Given the product [NH2:23][C:17]1([CH3:16])[CH2:22][CH2:21][N:20]([C:2]2[CH:3]=[C:4]([CH:12]=[C:13]([Cl:15])[N:14]=2)[C:5]([O:7][C:8]([CH3:11])([CH3:10])[CH3:9])=[O:6])[CH2:19][CH2:18]1, predict the reactants needed to synthesize it. The reactants are: Cl[C:2]1[CH:3]=[C:4]([CH:12]=[C:13]([Cl:15])[N:14]=1)[C:5]([O:7][C:8]([CH3:11])([CH3:10])[CH3:9])=[O:6].[CH3:16][C:17]1([NH2:23])[CH2:22][CH2:21][NH:20][CH2:19][CH2:18]1.CN1CCCC1=O.[O-]P([O-])([O-])=O.[K+].[K+].[K+]. (7) Given the product [N+:17]([C:13]1[CH:12]=[C:11]([C:8]2[NH:7][C:6](=[O:20])[C:5]([CH:2]([NH:1][C:26]([CH:21]3[CH2:25][CH2:24][CH2:23][CH2:22]3)=[O:27])[CH2:3][CH3:4])=[N:10][N:9]=2)[CH:16]=[CH:15][CH:14]=1)([O-:19])=[O:18], predict the reactants needed to synthesize it. The reactants are: [NH2:1][CH:2]([C:5]1[C:6](=[O:20])[NH:7][C:8]([C:11]2[CH:16]=[CH:15][CH:14]=[C:13]([N+:17]([O-:19])=[O:18])[CH:12]=2)=[N:9][N:10]=1)[CH2:3][CH3:4].[CH:21]1([C:26](Cl)=[O:27])[CH2:25][CH2:24][CH2:23][CH2:22]1.